Dataset: Reaction yield outcomes from USPTO patents with 853,638 reactions. Task: Predict the reaction yield, written as a fraction of the theoretical maximum amount of product (1.0 means a 100% yield; for example, 0.34 means a 34% yield). (1) The reactants are [OH:1][C:2]([C:56]1[S:57][CH:58]=[CH:59][CH:60]=1)([C:51]1[S:52][CH:53]=[CH:54][CH:55]=1)[C:3]([O:5][C@H:6]1[CH2:11][CH2:10][C@H:9]([N:12]([CH2:14][CH2:15][CH2:16][N:17]2[C:21]3[CH:22]=[CH:23][C:24]([CH2:26][NH:27][CH2:28][C@H:29]([O:42][Si](C(C)(C)C)(C)C)[C:30]4[CH:39]=[CH:38][C:37]([OH:40])=[C:36]5[C:31]=4[CH:32]=[CH:33][C:34](=[O:41])[NH:35]5)=[CH:25][C:20]=3[O:19][C:18]2=[O:50])[CH3:13])[CH2:8][CH2:7]1)=[O:4].[FH:61].F.F.C(N(CC)CC)C.C(#N)C. The catalyst is C1COCC1. The product is [FH:61].[FH:61].[OH:1][C:2]([C:51]1[S:52][CH:53]=[CH:54][CH:55]=1)([C:56]1[S:57][CH:58]=[CH:59][CH:60]=1)[C:3]([O:5][C@H:6]1[CH2:11][CH2:10][C@H:9]([N:12]([CH2:14][CH2:15][CH2:16][N:17]2[C:21]3[CH:22]=[CH:23][C:24]([CH2:26][NH:27][CH2:28][C@H:29]([OH:42])[C:30]4[CH:39]=[CH:38][C:37]([OH:40])=[C:36]5[C:31]=4[CH:32]=[CH:33][C:34](=[O:41])[NH:35]5)=[CH:25][C:20]=3[O:19][C:18]2=[O:50])[CH3:13])[CH2:8][CH2:7]1)=[O:4]. The yield is 0.940. (2) The reactants are [CH:1]([C:4]1[CH:5]=[C:6]([CH:10]=[CH:11][CH:12]=1)[C:7]([NH2:9])=O)([CH3:3])[CH3:2].O=P(Cl)(Cl)Cl. No catalyst specified. The product is [CH:1]([C:4]1[CH:5]=[C:6]([CH:10]=[CH:11][CH:12]=1)[C:7]#[N:9])([CH3:3])[CH3:2]. The yield is 0.800. (3) The reactants are [F:1][C:2]([F:43])([F:42])[C:3]1[CH:4]=[C:5]([C@H:13]2[O:17][C:16](=[O:18])[N:15]([CH2:19][C:20]3[C:21]([N:32]([CH2:39][CH3:40])[CH:33]4[CH2:38][CH2:37][O:36][CH2:35][CH2:34]4)=[N:22][CH:23]=[C:24]([N:26]4[CH2:31][CH2:30][NH:29][CH2:28][CH2:27]4)[CH:25]=3)[C@H:14]2[CH3:41])[CH:6]=[C:7]([C:9]([F:12])([F:11])[F:10])[CH:8]=1.Br[CH2:45][C:46]([O:48][CH3:49])=[O:47]. No catalyst specified. The product is [F:43][C:2]([F:1])([F:42])[C:3]1[CH:4]=[C:5]([C@H:13]2[O:17][C:16](=[O:18])[N:15]([CH2:19][C:20]3[CH:25]=[C:24]([N:26]4[CH2:27][CH2:28][N:29]([CH2:45][C:46]([O:48][CH3:49])=[O:47])[CH2:30][CH2:31]4)[CH:23]=[N:22][C:21]=3[N:32]([CH2:39][CH3:40])[CH:33]3[CH2:38][CH2:37][O:36][CH2:35][CH2:34]3)[C@H:14]2[CH3:41])[CH:6]=[C:7]([C:9]([F:12])([F:11])[F:10])[CH:8]=1. The yield is 0.500. (4) The reactants are [C:1]1([N:7]2[CH2:12][CH2:11][N:10]([C:13]([C@@H:15]3[C@@H:20]([C:21]([O:23]C)=O)[CH2:19][C@H:18]([S:25][C:26]4[CH:31]=[CH:30][CH:29]=[CH:28][CH:27]=4)[CH2:17][N:16]3[C:32]([O:34][CH3:35])=[O:33])=[O:14])[CH2:9][CH2:8]2)[CH:6]=[CH:5][CH:4]=[CH:3][CH:2]=1.O1CCCC1.[OH:41][NH2:42].C[O-].[Na+].Cl. The catalyst is CO. The product is [OH:41][NH:42][C:21]([C@H:20]1[CH2:19][C@H:18]([S:25][C:26]2[CH:27]=[CH:28][CH:29]=[CH:30][CH:31]=2)[CH2:17][N:16]([C:32]([O:34][CH3:35])=[O:33])[C@@H:15]1[C:13]([N:10]1[CH2:9][CH2:8][N:7]([C:1]2[CH:6]=[CH:5][CH:4]=[CH:3][CH:2]=2)[CH2:12][CH2:11]1)=[O:14])=[O:23]. The yield is 0.630. (5) The reactants are [NH:1]1[CH2:6][CH:5]([OH:7])[CH2:4][NH:3][CH2:2]1.C(=O)([O-])[O-].[Na+].[Na+].[N+:14]([C:17]1[CH:22]=[CH:21][C:20]([S:23](Cl)(=[O:25])=[O:24])=[CH:19][CH:18]=1)([O-:16])=[O:15]. The catalyst is O.C1(C)C=CC=CC=1. The product is [N+:14]([C:17]1[CH:22]=[CH:21][C:20]([S:23]([N:1]2[CH2:6][CH:5]([OH:7])[CH2:4][N:3]([S:23]([C:20]3[CH:19]=[CH:18][C:17]([N+:14]([O-:16])=[O:15])=[CH:22][CH:21]=3)(=[O:24])=[O:25])[CH2:2]2)(=[O:25])=[O:24])=[CH:19][CH:18]=1)([O-:16])=[O:15]. The yield is 0.950. (6) The reactants are [CH2:1]([C:5]1[N:6]=[C:7]([CH3:27])[NH:8][C:9](=[O:26])[C:10]=1[CH2:11][C:12]1[CH:17]=[CH:16][C:15]([C:18]2[C:19]([C:24]#[N:25])=[CH:20][CH:21]=[CH:22][CH:23]=2)=[CH:14][CH:13]=1)[CH2:2][CH2:3][CH3:4].[CH3:28][C:29]1([CH3:32])[CH2:31][O:30]1.C(=O)([O-])[O-].[Cs+].[Cs+].CN(C)C(=O)C. The catalyst is C(OCC)(=O)C. The product is [CH2:1]([C:5]1[N:6]=[C:7]([CH3:27])[N:8]([CH2:28][C:29]([OH:30])([CH3:32])[CH3:31])[C:9](=[O:26])[C:10]=1[CH2:11][C:12]1[CH:17]=[CH:16][C:15]([C:18]2[C:19]([C:24]#[N:25])=[CH:20][CH:21]=[CH:22][CH:23]=2)=[CH:14][CH:13]=1)[CH2:2][CH2:3][CH3:4]. The yield is 0.760.